Dataset: Full USPTO retrosynthesis dataset with 1.9M reactions from patents (1976-2016). Task: Predict the reactants needed to synthesize the given product. (1) Given the product [CH3:20][C:19]([N+:16]([O-:18])=[O:17])([CH3:21])[CH2:2][C:3]1[CH:8]=[CH:7][C:6]([OH:9])=[CH:5][CH:4]=1, predict the reactants needed to synthesize it. The reactants are: O[CH2:2][C:3]1[CH:8]=[CH:7][C:6]([OH:9])=[CH:5][CH:4]=1.CC([O-])(C)C.[K+].[N+:16]([CH:19]([CH3:21])[CH3:20])([O-:18])=[O:17].Cl. (2) Given the product [F:30][CH:2]([F:1])[C:3]1[C:11]2[C:6](=[CH:7][C:8]([F:12])=[CH:9][CH:10]=2)[N:5]([S:13]([C:16]2[CH:21]=[CH:20][C:19]([O:22][CH3:23])=[C:18]([N:24]3[CH2:29][CH2:28][N:27]([CH3:31])[CH2:26][CH2:25]3)[CH:17]=2)(=[O:15])=[O:14])[CH:4]=1, predict the reactants needed to synthesize it. The reactants are: [F:1][CH:2]([F:30])[C:3]1[C:11]2[C:6](=[CH:7][C:8]([F:12])=[CH:9][CH:10]=2)[N:5]([S:13]([C:16]2[CH:21]=[CH:20][C:19]([O:22][CH3:23])=[C:18]([N:24]3[CH2:29][CH2:28][NH:27][CH2:26][CH2:25]3)[CH:17]=2)(=[O:15])=[O:14])[CH:4]=1.[C:31]([BH3-])#N.[Na+].C=O. (3) Given the product [CH2:1]([O:8][C:9]([N:11]1[CH2:15][CH2:14][CH2:13][C@H:12]1[C:16](=[O:30])[NH:17][C:18]1[S:19][C:20]([C:23]2[CH:24]=[CH:25][C:26]([NH:29][C:36]([CH:31]3[CH2:35][CH2:34][CH2:33][CH2:32]3)=[O:37])=[CH:27][CH:28]=2)=[CH:21][N:22]=1)=[O:10])[C:2]1[CH:3]=[CH:4][CH:5]=[CH:6][CH:7]=1, predict the reactants needed to synthesize it. The reactants are: [CH2:1]([O:8][C:9]([N:11]1[CH2:15][CH2:14][CH2:13][C@H:12]1[C:16](=[O:30])[NH:17][C:18]1[S:19][C:20]([C:23]2[CH:28]=[CH:27][C:26]([NH2:29])=[CH:25][CH:24]=2)=[CH:21][N:22]=1)=[O:10])[C:2]1[CH:7]=[CH:6][CH:5]=[CH:4][CH:3]=1.[CH:31]1([C:36](Cl)=[O:37])[CH2:35][CH2:34][CH2:33][CH2:32]1.